This data is from Catalyst prediction with 721,799 reactions and 888 catalyst types from USPTO. The task is: Predict which catalyst facilitates the given reaction. (1) Reactant: C(O)(=O)C.[C:5](#[N:9])[CH2:6][C:7]#[N:8].[C:10]1(=O)[CH2:15][CH2:14][CH2:13][CH2:12][CH2:11]1. Product: [C:10]1(=[C:6]([C:5]#[N:9])[C:7]#[N:8])[CH2:15][CH2:14][CH2:13][CH2:12][CH2:11]1. The catalyst class is: 11. (2) Reactant: [O:1]1CCO[CH:2]1[CH2:6][N:7]1[C:12](=[O:13])[CH:11]=[N:10][C:9]2[CH:14]=[CH:15][C:16]([N:18]3[CH:22]=[N:21][CH:20]=[N:19]3)=[N:17][C:8]1=2.FC(F)(F)C(O)=O.C(=O)([O-])O.[Na+].[OH-].[Na+]. Product: [O:13]=[C:12]1[N:7]([CH2:6][CH:2]=[O:1])[C:8]2[N:17]=[C:16]([N:18]3[CH:22]=[N:21][CH:20]=[N:19]3)[CH:15]=[CH:14][C:9]=2[N:10]=[CH:11]1. The catalyst class is: 84.